This data is from Full USPTO retrosynthesis dataset with 1.9M reactions from patents (1976-2016). The task is: Predict the reactants needed to synthesize the given product. Given the product [C:1]([NH:4][C:5]1[CH:13]=[CH:12][CH:11]=[C:10]2[C:6]=1[C:7](=[O:34])[N:8]([CH:15]([C:20]1[CH:25]=[CH:24][C:23]([O:26][CH:27]([F:29])[F:28])=[C:22]([O:30][CH:31]([F:32])[F:33])[CH:21]=1)[CH2:16][C:17]([N:37]([CH3:38])[CH3:35])=[O:18])[C:9]2=[O:14])(=[O:3])[CH3:2], predict the reactants needed to synthesize it. The reactants are: [C:1]([NH:4][C:5]1[CH:13]=[CH:12][CH:11]=[C:10]2[C:6]=1[C:7](=[O:34])[N:8]([CH:15]([C:20]1[CH:25]=[CH:24][C:23]([O:26][CH:27]([F:29])[F:28])=[C:22]([O:30][CH:31]([F:33])[F:32])[CH:21]=1)[CH2:16][C:17](O)=[O:18])[C:9]2=[O:14])(=[O:3])[CH3:2].[C:35](N1C=CN=C1)([N:37]1C=CN=[CH:38]1)=O.CNC.O.